From a dataset of Forward reaction prediction with 1.9M reactions from USPTO patents (1976-2016). Predict the product of the given reaction. (1) Given the reactants [C:1]1([C:7]2[C:22]([C:23]3[CH:28]=[CH:27][C:26]([C:29]4([NH:33]C(=O)OC(C)(C)C)[CH2:32][CH2:31][CH2:30]4)=[CH:25][CH:24]=3)=[N:21][C:10]3[O:11][CH2:12][C:13]4[N:14]([C:15]([CH2:18][CH2:19][CH3:20])=[N:16][N:17]=4)[C:9]=3[CH:8]=2)[CH:6]=[CH:5][CH:4]=[CH:3][CH:2]=1, predict the reaction product. The product is: [C:1]1([C:7]2[C:22]([C:23]3[CH:24]=[CH:25][C:26]([C:29]4([NH2:33])[CH2:32][CH2:31][CH2:30]4)=[CH:27][CH:28]=3)=[N:21][C:10]3[O:11][CH2:12][C:13]4[N:14]([C:15]([CH2:18][CH2:19][CH3:20])=[N:16][N:17]=4)[C:9]=3[CH:8]=2)[CH:6]=[CH:5][CH:4]=[CH:3][CH:2]=1. (2) Given the reactants [Cl:1][C:2]1[CH:22]=[CH:21][C:5]([C:6]([C:8]2[CH:20]=[CH:19][C:11]([O:12][C:13]([CH3:18])([CH3:17])[C:14](O)=[O:15])=[CH:10][CH:9]=2)=[O:7])=[CH:4][CH:3]=1.C(Cl)(=O)C(Cl)=O.CN(C=O)C.[NH2:34][CH2:35][CH2:36][NH:37][C:38](=[O:44])[O:39][C:40]([CH3:43])([CH3:42])[CH3:41], predict the reaction product. The product is: [Cl:1][C:2]1[CH:22]=[CH:21][C:5]([C:6]([C:8]2[CH:20]=[CH:19][C:11]([O:12][C:13]([CH3:18])([CH3:17])[C:14]([NH:34][CH2:35][CH2:36][NH:37][C:38](=[O:44])[O:39][C:40]([CH3:41])([CH3:43])[CH3:42])=[O:15])=[CH:10][CH:9]=2)=[O:7])=[CH:4][CH:3]=1. (3) Given the reactants [BH4-].[Na+].[CH3:3][O:4][C:5]1[CH:17]=[CH:16][C:8](/[CH:9]=[N:10]/[CH2:11][C:12]([O:14][CH3:15])=[O:13])=[CH:7][CH:6]=1.[Cl-].[NH4+].C(OCC)(=O)C, predict the reaction product. The product is: [CH3:3][O:4][C:5]1[CH:6]=[CH:7][C:8]([CH2:9][NH:10][CH2:11][C:12]([O:14][CH3:15])=[O:13])=[CH:16][CH:17]=1. (4) Given the reactants [C:1]([C:3]1[CH:11]=[CH:10][C:6]([C:7](Cl)=[O:8])=[CH:5][CH:4]=1)#[CH:2].[CH3:12][OH:13], predict the reaction product. The product is: [C:1]([C:3]1[CH:11]=[CH:10][C:6]([C:7]([O:13][CH3:12])=[O:8])=[CH:5][CH:4]=1)#[CH:2].